Dataset: Full USPTO retrosynthesis dataset with 1.9M reactions from patents (1976-2016). Task: Predict the reactants needed to synthesize the given product. (1) Given the product [CH2:1]([N:5]1[C:9](=[O:10])[C:8]([NH:20][C:21]2[CH:26]=[CH:25][C:24]([S:27]([NH:30][C:31](=[O:33])[CH3:32])(=[O:29])=[O:28])=[CH:23][CH:22]=2)=[C:7]([C:12]2[CH:17]=[CH:16][CH:15]=[CH:14][CH:13]=2)[S:6]1(=[O:19])=[O:18])[CH2:2][CH2:3][CH3:4], predict the reactants needed to synthesize it. The reactants are: [CH2:1]([N:5]1[C:9](=[O:10])[C:8](Cl)=[C:7]([C:12]2[CH:17]=[CH:16][CH:15]=[CH:14][CH:13]=2)[S:6]1(=[O:19])=[O:18])[CH2:2][CH2:3][CH3:4].[NH2:20][C:21]1[CH:26]=[CH:25][C:24]([S:27]([NH:30][C:31](=[O:33])[CH3:32])(=[O:29])=[O:28])=[CH:23][CH:22]=1. (2) Given the product [ClH:49].[S:23]1[C:31]2[CH:30]=[C:29]([CH2:32][NH:1][CH:2]3[CH2:7][CH2:6][N:5]([CH2:8][C@@H:9]4[N:19]5[C:20]6[N:11]([C:12](=[O:22])[CH:13]=[CH:14][C:15]=6[N:16]=[CH:17][C:18]5=[O:21])[CH2:10]4)[CH2:4][CH2:3]3)[N:28]=[CH:27][C:26]=2[O:25][CH2:24]1, predict the reactants needed to synthesize it. The reactants are: [NH2:1][CH:2]1[CH2:7][CH2:6][N:5]([CH2:8][C@@H:9]2[N:19]3[C:20]4[N:11]([C:12](=[O:22])[CH:13]=[CH:14][C:15]=4[N:16]=[CH:17][C:18]3=[O:21])[CH2:10]2)[CH2:4][CH2:3]1.[S:23]1[C:31]2[CH:30]=[C:29]([CH:32]=O)[N:28]=[CH:27][C:26]=2[O:25][CH2:24]1.C(O[BH-](OC(=O)C)OC(=O)C)(=O)C.[Na+].C(Cl)(Cl)[Cl:49].CO. (3) Given the product [CH3:1][O:2][C:3]1[CH:8]=[CH:7][CH:6]=[CH:5][C:4]=1[C:9]1[C:18]([CH2:19][OH:20])=[CH:17][C:16]2[C:11](=[C:12]([CH3:21])[CH:13]=[CH:14][CH:15]=2)[N:10]=1, predict the reactants needed to synthesize it. The reactants are: [CH3:1][O:2][C:3]1[CH:8]=[CH:7][CH:6]=[CH:5][C:4]=1[C:9]1[C:18]([CH:19]=[O:20])=[CH:17][C:16]2[C:11](=[C:12]([CH3:21])[CH:13]=[CH:14][CH:15]=2)[N:10]=1.[BH4-].[Na+]. (4) The reactants are: [C:1]1([OH:7])[CH:6]=[CH:5][CH:4]=[CH:3][CH:2]=1.[H-].[Na+].Cl[CH2:11][CH2:12][CH2:13][CH2:14][OH:15].O.[CH3:17]N(C=O)C. Given the product [CH3:17][O:15][CH2:14][CH2:13][CH2:12][CH2:11][O:7][C:1]1[CH:6]=[CH:5][CH:4]=[CH:3][CH:2]=1, predict the reactants needed to synthesize it. (5) Given the product [Cl:1][C:2]1[N:7]=[C:6]([NH2:12])[C:5]([O:9][CH3:10])=[C:4]([Cl:11])[N:3]=1, predict the reactants needed to synthesize it. The reactants are: [Cl:1][C:2]1[N:7]=[C:6](Cl)[C:5]([O:9][CH3:10])=[C:4]([Cl:11])[N:3]=1.[NH3:12].O.